Dataset: NCI-60 drug combinations with 297,098 pairs across 59 cell lines. Task: Regression. Given two drug SMILES strings and cell line genomic features, predict the synergy score measuring deviation from expected non-interaction effect. (1) Drug 1: C1=CC(=CC=C1CCC2=CNC3=C2C(=O)NC(=N3)N)C(=O)NC(CCC(=O)O)C(=O)O. Drug 2: CN1C2=C(C=C(C=C2)N(CCCl)CCCl)N=C1CCCC(=O)O.Cl. Cell line: NCI-H322M. Synergy scores: CSS=26.6, Synergy_ZIP=6.26, Synergy_Bliss=12.2, Synergy_Loewe=-12.5, Synergy_HSA=11.7. (2) Drug 1: C1=NC2=C(N1)C(=S)N=CN2. Drug 2: CN(CCCl)CCCl.Cl. Cell line: NCI-H460. Synergy scores: CSS=55.0, Synergy_ZIP=0.921, Synergy_Bliss=1.18, Synergy_Loewe=-12.8, Synergy_HSA=0.771. (3) Drug 1: C1=CC(=CC=C1CC(C(=O)O)N)N(CCCl)CCCl.Cl. Drug 2: CS(=O)(=O)OCCCCOS(=O)(=O)C. Cell line: T-47D. Synergy scores: CSS=3.72, Synergy_ZIP=-0.774, Synergy_Bliss=2.66, Synergy_Loewe=-14.0, Synergy_HSA=-1.09.